From a dataset of NCI-60 drug combinations with 297,098 pairs across 59 cell lines. Regression. Given two drug SMILES strings and cell line genomic features, predict the synergy score measuring deviation from expected non-interaction effect. Synergy scores: CSS=34.4, Synergy_ZIP=3.23, Synergy_Bliss=11.3, Synergy_Loewe=-17.8, Synergy_HSA=8.85. Drug 1: CC12CCC(CC1=CCC3C2CCC4(C3CC=C4C5=CN=CC=C5)C)O. Drug 2: CCC1(CC2CC(C3=C(CCN(C2)C1)C4=CC=CC=C4N3)(C5=C(C=C6C(=C5)C78CCN9C7C(C=CC9)(C(C(C8N6C)(C(=O)OC)O)OC(=O)C)CC)OC)C(=O)OC)O.OS(=O)(=O)O. Cell line: HS 578T.